This data is from Peptide-MHC class II binding affinity with 134,281 pairs from IEDB. The task is: Regression. Given a peptide amino acid sequence and an MHC pseudo amino acid sequence, predict their binding affinity value. This is MHC class II binding data. (1) The peptide sequence is SLELELLGSKRILDG. The MHC is DRB1_0101 with pseudo-sequence DRB1_0101. The binding affinity (normalized) is 0.724. (2) The peptide sequence is QQLLFIHFRIGCRHSRIG. The MHC is HLA-DQA10501-DQB10201 with pseudo-sequence HLA-DQA10501-DQB10201. The binding affinity (normalized) is 0. (3) The peptide sequence is DKRLAAYLMLMRSPS. The MHC is DRB1_0301 with pseudo-sequence DRB1_0301. The binding affinity (normalized) is 0.371. (4) The peptide sequence is GFPVRPQVPLRPMTYKGAFDL. The MHC is HLA-DPA10301-DPB10402 with pseudo-sequence HLA-DPA10301-DPB10402. The binding affinity (normalized) is 0.528. (5) The peptide sequence is GNLQIVDKIDAAFKI. The MHC is DRB1_0802 with pseudo-sequence DRB1_0802. The binding affinity (normalized) is 0.589. (6) The peptide sequence is ILGLNKIVRMY. The MHC is DRB1_0701 with pseudo-sequence DRB1_0701. The binding affinity (normalized) is 0.203.